From a dataset of Full USPTO retrosynthesis dataset with 1.9M reactions from patents (1976-2016). Predict the reactants needed to synthesize the given product. (1) Given the product [C:13]1([CH2:19][CH2:20][O:11][C:10]([C:2]2[CH:3]=[C:4]([C:7]([O:9][CH2:20][CH2:19][C:13]3[CH:18]=[CH:17][CH:16]=[CH:15][CH:14]=3)=[O:8])[CH:5]=[CH:6][N:1]=2)=[O:12])[CH:18]=[CH:17][CH:16]=[CH:15][CH:14]=1, predict the reactants needed to synthesize it. The reactants are: [N:1]1[CH:6]=[CH:5][C:4]([C:7]([OH:9])=[O:8])=[CH:3][C:2]=1[C:10]([OH:12])=[O:11].[C:13]1([CH2:19][CH2:20]O)[CH:18]=[CH:17][CH:16]=[CH:15][CH:14]=1.S(=O)(=O)(O)O. (2) Given the product [OH:1][CH2:2][C:3]([CH3:25])([CH3:24])[CH2:4][CH2:5][CH2:6][N:7]1[CH2:22][CH:10]2[CH2:11][NH:12][CH2:13][CH2:14][N:9]2[C:8]1=[O:23], predict the reactants needed to synthesize it. The reactants are: [OH:1][CH2:2][C:3]([CH3:25])([CH3:24])[CH2:4][CH2:5][CH2:6][N:7]1[CH2:22][CH:10]2[CH2:11][N:12](C(OC(C)(C)C)=O)[CH2:13][CH2:14][N:9]2[C:8]1=[O:23].C(O)(C(F)(F)F)=O. (3) Given the product [CH3:25][O:13][C:11](=[O:12])[CH2:10][CH:9]([NH2:8])[CH2:14][C:15]1[CH:20]=[C:19]([F:21])[C:18]([F:22])=[CH:17][C:16]=1[F:23], predict the reactants needed to synthesize it. The reactants are: C(OC([NH:8][CH:9]([CH2:14][C:15]1[CH:20]=[C:19]([F:21])[C:18]([F:22])=[CH:17][C:16]=1[F:23])[CH2:10][C:11]([OH:13])=[O:12])=O)(C)(C)C.Cl.[CH3:25]O. (4) Given the product [NH:32]1[CH2:31][CH:30]([N:13]2[C:14]3=[N:15][CH:16]=[CH:17][C:18]([NH:20][S:21]([C:24]4[CH:25]=[CH:26][CH:27]=[CH:28][CH:29]=4)(=[O:23])=[O:22])=[C:19]3[C:11]([C:10]3[CH:9]=[C:8]4[C:4]([CH2:5][CH2:6][N:7]4[CH3:41])=[CH:3][C:2]=3[F:1])=[CH:12]2)[CH2:33]1, predict the reactants needed to synthesize it. The reactants are: [F:1][C:2]1[CH:3]=[C:4]2[C:8](=[CH:9][C:10]=1[C:11]1[C:19]3[C:14](=[N:15][CH:16]=[CH:17][C:18]=3[NH:20][S:21]([C:24]3[CH:29]=[CH:28][CH:27]=[CH:26][CH:25]=3)(=[O:23])=[O:22])[N:13]([CH:30]3[CH2:33][N:32](C(OC(C)(C)C)=O)[CH2:31]3)[CH:12]=1)[N:7]([CH3:41])[CH2:6][CH2:5]2.Cl.O1CCOCC1. (5) The reactants are: [C:1]1([C@@H:7]2[CH2:11][O:10][C:9](=[O:12])[NH:8]2)[CH:6]=[CH:5][CH:4]=[CH:3][CH:2]=1.[Li]CCCC.[Br:18][CH2:19][C:20](Br)=[O:21]. Given the product [Br:18][CH2:19][C:20]([N:8]1[C@H:7]([C:1]2[CH:2]=[CH:3][CH:4]=[CH:5][CH:6]=2)[CH2:11][O:10][C:9]1=[O:12])=[O:21], predict the reactants needed to synthesize it. (6) Given the product [Cl:1][C:2]1[CH:7]=[C:6]([CH3:8])[C:5]([NH2:9])=[C:4]([C:19]#[C:18][C:13]2[CH:14]=[CH:15][CH:16]=[CH:17][C:12]=2[Cl:11])[CH:3]=1, predict the reactants needed to synthesize it. The reactants are: [Cl:1][C:2]1[CH:7]=[C:6]([CH3:8])[C:5]([NH2:9])=[C:4](I)[CH:3]=1.[Cl:11][C:12]1[CH:17]=[CH:16][CH:15]=[CH:14][C:13]=1[C:18]#[CH:19]. (7) Given the product [I:1][C:11]1[C:12]2=[N:13][CH:14]=[CH:15][CH:16]=[C:17]2[NH:9][N:10]=1, predict the reactants needed to synthesize it. The reactants are: [I:1]N1C(=O)CCC1=O.[NH:9]1[C:17]2[C:12](=[N:13][CH:14]=[CH:15][CH:16]=2)[CH:11]=[N:10]1.